Dataset: Forward reaction prediction with 1.9M reactions from USPTO patents (1976-2016). Task: Predict the product of the given reaction. (1) Given the reactants Cl[C:2]1[C:7]2[N:8]=[C:9]([C:11]3[C:12]([NH:25][C@@H:26]4[CH2:31][CH2:30][CH2:29][N:28]([C:32]([O:34][C:35]([CH3:38])([CH3:37])[CH3:36])=[O:33])[CH2:27]4)=[N:13][C:14]([N:19]4[CH2:24][CH2:23][O:22][CH2:21][CH2:20]4)=[N:15][C:16]=3[O:17][CH3:18])[S:10][C:6]=2[CH:5]=[CH:4][CH:3]=1.[NH2:39][C@@H:40]1[CH2:45][CH2:44][CH2:43][CH2:42][C@@H:41]1[NH2:46].CC([O-])(C)C.[Na+], predict the reaction product. The product is: [NH2:39][C@H:40]1[CH2:45][CH2:44][CH2:43][CH2:42][C@H:41]1[NH:46][C:2]1[C:7]2[N:8]=[C:9]([C:11]3[C:12]([NH:25][C@@H:26]4[CH2:31][CH2:30][CH2:29][N:28]([C:32]([O:34][C:35]([CH3:38])([CH3:37])[CH3:36])=[O:33])[CH2:27]4)=[N:13][C:14]([N:19]4[CH2:24][CH2:23][O:22][CH2:21][CH2:20]4)=[N:15][C:16]=3[O:17][CH3:18])[S:10][C:6]=2[CH:5]=[CH:4][CH:3]=1. (2) Given the reactants [O:1]1[C:5]2([CH2:10][CH2:9][N:8]([C:11]3[N:16]=[CH:15][C:14]([NH2:17])=[CH:13][CH:12]=3)[CH2:7][CH2:6]2)[O:4][CH2:3][CH2:2]1.[C:18]1([C:24]2[O:25][C:26]([C:33](O)=[O:34])=[C:27]([C:29]([F:32])([F:31])[F:30])[N:28]=2)[CH:23]=[CH:22][CH:21]=[CH:20][CH:19]=1, predict the reaction product. The product is: [O:4]1[C:5]2([CH2:6][CH2:7][N:8]([C:11]3[N:16]=[CH:15][C:14]([NH:17][C:33]([C:26]4[O:25][C:24]([C:18]5[CH:23]=[CH:22][CH:21]=[CH:20][CH:19]=5)=[N:28][C:27]=4[C:29]([F:32])([F:30])[F:31])=[O:34])=[CH:13][CH:12]=3)[CH2:9][CH2:10]2)[O:1][CH2:2][CH2:3]1. (3) Given the reactants C([O:5][C:6]1[N:11]=[C:10]([CH2:12][CH2:13][N:14]2[CH2:19][CH2:18][C:17]([CH2:21][O:22][C:23]3[CH:28]=[CH:27][CH:26]=[CH:25][C:24]=3[F:29])([OH:20])[CH2:16][CH2:15]2)[CH:9]=[N:8][CH:7]=1)(C)(C)C.C(=O)(O)[O-].[Na+].ClCCl, predict the reaction product. The product is: [OH:20][C:17]1([CH2:21][O:22][C:23]2[CH:28]=[CH:27][CH:26]=[CH:25][C:24]=2[F:29])[CH2:18][CH2:19][N:14]([CH2:13][CH2:12][C:10]2[NH:11][C:6](=[O:5])[CH:7]=[N:8][CH:9]=2)[CH2:15][CH2:16]1. (4) Given the reactants [Cl:1][C:2]1[CH:3]=[N:4][C:5]2[C:10]([C:11]=1Cl)=[CH:9][C:8]([C:13]([O:15][CH3:16])=[O:14])=[CH:7][CH:6]=2.[NH:17]1[CH2:21][CH2:20][CH2:19][CH2:18]1.CN1C(=O)CCC1, predict the reaction product. The product is: [Cl:1][C:2]1[CH:3]=[N:4][C:5]2[C:10]([C:11]=1[N:17]1[CH2:21][CH2:20][CH2:19][CH2:18]1)=[CH:9][C:8]([C:13]([O:15][CH3:16])=[O:14])=[CH:7][CH:6]=2. (5) Given the reactants [Cl:1][C:2]1[CH:7]=[CH:6][C:5]([C@H:8]2[C@@H:13]([C:14]3[CH:19]=[CH:18][C:17]([Cl:20])=[CH:16][CH:15]=3)[N:12]([C@H:21]([CH2:27][CH2:28][CH3:29])[C:22]([O:24][CH2:25][CH3:26])=[O:23])[C:11](=[O:30])[CH2:10][O:9]2)=[CH:4][CH:3]=1.[CH2:31](Br)[C:32]1[CH:37]=[CH:36][CH:35]=[CH:34][CH:33]=1.[Li+].C[Si]([N-][Si](C)(C)C)(C)C, predict the reaction product. The product is: [CH2:31]([C@H:10]1[C:11](=[O:30])[N:12]([C@H:21]([CH2:27][CH2:28][CH3:29])[C:22]([O:24][CH2:25][CH3:26])=[O:23])[C@H:13]([C:14]2[CH:19]=[CH:18][C:17]([Cl:20])=[CH:16][CH:15]=2)[C@H:8]([C:5]2[CH:6]=[CH:7][C:2]([Cl:1])=[CH:3][CH:4]=2)[O:9]1)[C:32]1[CH:37]=[CH:36][CH:35]=[CH:34][CH:33]=1. (6) Given the reactants [OH:1][C:2]1([CH2:7][N:8]([CH3:22])[C:9]2[CH:21]=[CH:20][C:12]([C:13]([O:15][C:16]([CH3:19])([CH3:18])[CH3:17])=[O:14])=[CH:11][CH:10]=2)[CH2:6][CH2:5][NH:4][CH2:3]1.[C:23]([C:25]1[CH:30]=[CH:29][C:28]([CH2:31][CH:32]=O)=[CH:27][CH:26]=1)#[N:24].C(O[BH-](OC(=O)C)OC(=O)C)(=O)C.[Na+].[OH-].[Na+], predict the reaction product. The product is: [C:23]([C:25]1[CH:30]=[CH:29][C:28]([CH2:31][CH2:32][N:4]2[CH2:5][CH2:6][C:2]([CH2:7][N:8]([CH3:22])[C:9]3[CH:21]=[CH:20][C:12]([C:13]([O:15][C:16]([CH3:17])([CH3:18])[CH3:19])=[O:14])=[CH:11][CH:10]=3)([OH:1])[CH2:3]2)=[CH:27][CH:26]=1)#[N:24]. (7) The product is: [CH2:4]([O:11][CH2:12][CH2:13][C:14]1[NH:3][N:2]=[C:16]([C:18]2[CH:23]=[CH:22][C:21]([F:24])=[CH:20][CH:19]=2)[CH:15]=1)[C:5]1[CH:10]=[CH:9][CH:8]=[CH:7][CH:6]=1. Given the reactants O.[NH2:2][NH2:3].[CH2:4]([O:11][CH2:12][CH2:13][C:14]#[C:15][C:16]([C:18]1[CH:23]=[CH:22][C:21]([F:24])=[CH:20][CH:19]=1)=O)[C:5]1[CH:10]=[CH:9][CH:8]=[CH:7][CH:6]=1, predict the reaction product.